Dataset: Blood-brain barrier permeability regression values from the B3DB database. Task: Regression/Classification. Given a drug SMILES string, predict its absorption, distribution, metabolism, or excretion properties. Task type varies by dataset: regression for continuous measurements (e.g., permeability, clearance, half-life) or binary classification for categorical outcomes (e.g., BBB penetration, CYP inhibition). For this dataset (b3db_regression), we predict Y. (1) The compound is CCCBr. The Y is 0.270 log(BB ratio). (2) The compound is C1CCN(CC1)CC2=CC(=CC=C2)OCCCNC3=NC=CS3. The Y is 0.440 log(BB ratio). (3) The drug is C1CS[C@H](CN1)C2=NC3=CC=CC=C3N2CC4=CC=C(C=C4)F. The Y is 0.890 log(BB ratio). (4) The drug is C1=CC(=CC(=C1)Cl)C(C2=CC3=C(C=C2)N=CN3)N4C=CN=C4. The Y is -1.00 log(BB ratio).